From a dataset of Full USPTO retrosynthesis dataset with 1.9M reactions from patents (1976-2016). Predict the reactants needed to synthesize the given product. (1) The reactants are: CS([C:5]1[N:10]=[C:9]([NH:11][C@H:12]2[CH2:17][CH2:16][CH2:15][N:14]([S:18]([CH2:21][CH:22]([CH3:24])[CH3:23])(=[O:20])=[O:19])[CH2:13]2)[C:8]([C:25]2[N:26]=[C:27]3[CH:33]=[CH:32][N:31]([CH2:34][O:35][CH2:36][CH2:37][Si:38]([CH3:41])([CH3:40])[CH3:39])[C:28]3=[N:29][CH:30]=2)=[CH:7][N:6]=1)(=O)=O.[OH-].[NH4+:43]. Given the product [CH3:24][CH:22]([CH3:23])[CH2:21][S:18]([N:14]1[CH2:15][CH2:16][CH2:17][C@H:12]([NH:11][C:9]2[C:8]([C:25]3[N:26]=[C:27]4[CH:33]=[CH:32][N:31]([CH2:34][O:35][CH2:36][CH2:37][Si:38]([CH3:41])([CH3:40])[CH3:39])[C:28]4=[N:29][CH:30]=3)=[CH:7][N:6]=[C:5]([NH2:43])[N:10]=2)[CH2:13]1)(=[O:20])=[O:19], predict the reactants needed to synthesize it. (2) Given the product [F:36][C:35]1[C:30]([C:26]2([CH2:25][NH:8][C:9]3[N:14]=[N:13][C:12]([C:15]4[NH:19][N:18]=[C:17]([C:20]([NH2:37])=[O:22])[CH:16]=4)=[CH:11][CH:10]=3)[CH2:29][CH2:28][CH2:27]2)=[N:31][CH:32]=[CH:33][CH:34]=1, predict the reactants needed to synthesize it. The reactants are: C(OC([N:8]([CH2:25][C:26]1([C:30]2[C:35]([F:36])=[CH:34][CH:33]=[CH:32][N:31]=2)[CH2:29][CH2:28][CH2:27]1)[C:9]1[N:14]=[N:13][C:12]([C:15]2[NH:19][N:18]=[C:17]([C:20]([O:22]CC)=O)[CH:16]=2)=[CH:11][CH:10]=1)=O)(C)(C)C.[NH3:37]. (3) Given the product [CH3:33][O:34][C:35]1[CH:40]=[CH:39][C:38]([NH:41][C:42]2[S:43][C:6]([C:3]3[CH:4]=[CH:5][S:1][CH:2]=3)=[CH:7][N:44]=2)=[C:37]([CH3:45])[CH:36]=1, predict the reactants needed to synthesize it. The reactants are: [S:1]1[CH:5]=[CH:4][C:3]([C:6]2SC(NC3C=CC(O)=CC=3)=N[CH:7]=2)=[CH:2]1.S1C=CC(C2C=C(CC=O)C=CC=2)=C1.[CH3:33][O:34][C:35]1[CH:40]=[CH:39][C:38]([NH:41][C:42]([NH2:44])=[S:43])=[C:37]([CH3:45])[CH:36]=1. (4) Given the product [C:6]1([CH2:5][O:4][CH2:3][C:2]2[CH:12]=[CH:28][CH:29]=[CH:24][C:25]=2[CH2:26][CH2:27][NH2:30])[CH:7]=[CH:8][CH:9]=[CH:10][CH:11]=1, predict the reactants needed to synthesize it. The reactants are: N(C(OC(C)(C)C)=O)[C@H:2]([C:12](O)=O)[CH2:3][O:4][CH2:5][C:6]1[CH:11]=[CH:10][CH:9]=[CH:8][CH:7]=1.Cl.F[C:24]1[CH:29]=[CH:28][C:27]([N:30]2C3C(=CC(I)=CC=3)C=N2)=[CH:26][CH:25]=1. (5) Given the product [ClH:4].[CH3:17][C:16]1[N:15]([CH3:18])[N:14]=[C:13]2[C:12]=1[C:7]1[CH:8]=[CH:9][CH:10]=[CH:11][C:6]=1[N:5]=[C:19]2[NH2:20], predict the reactants needed to synthesize it. The reactants are: C([Cl:4])(=O)C.[NH2:5][C:6]1[CH:11]=[CH:10][CH:9]=[CH:8][C:7]=1[C:12]1[C:13]([C:19]#[N:20])=[N:14][N:15]([CH3:18])[C:16]=1[CH3:17]. (6) Given the product [Cl:14][C:15]1[CH:20]=[CH:19][CH:18]=[C:17]([Cl:21])[C:16]=1[NH:22][C:23]1[NH:11][C:8]2[CH:9]=[CH:10][C:5]([C:4]([OH:3])=[O:13])=[CH:6][C:7]=2[N:12]=1, predict the reactants needed to synthesize it. The reactants are: C([O:3][C:4](=[O:13])[C:5]1[CH:10]=[CH:9][C:8]([NH2:11])=[C:7]([NH2:12])[CH:6]=1)C.[Cl:14][C:15]1[CH:20]=[CH:19][CH:18]=[C:17]([Cl:21])[C:16]=1[N:22]=[C:23]=S.C1CCC(N=C=NC2CCCCC2)CC1.